Dataset: Full USPTO retrosynthesis dataset with 1.9M reactions from patents (1976-2016). Task: Predict the reactants needed to synthesize the given product. (1) Given the product [CH2:1]([O:3][C:4]1[CH:5]=[C:6]([N:13]2[CH2:14][CH2:15][N:16]([CH:19]3[CH2:24][CH2:23][N:22]([CH2:25][CH2:26][S:27]([CH3:30])(=[O:28])=[O:29])[CH2:21][CH2:20]3)[CH2:17][CH2:18]2)[CH:7]=[CH:8][C:9]=1[NH2:10])[CH3:2], predict the reactants needed to synthesize it. The reactants are: [CH2:1]([O:3][C:4]1[CH:5]=[C:6]([N:13]2[CH2:18][CH2:17][N:16]([CH:19]3[CH2:24][CH2:23][N:22]([CH2:25][CH2:26][S:27]([CH3:30])(=[O:29])=[O:28])[CH2:21][CH2:20]3)[CH2:15][CH2:14]2)[CH:7]=[CH:8][C:9]=1[N+:10]([O-])=O)[CH3:2]. (2) Given the product [CH3:1][O:2][C:3]1[CH:4]=[C:5]([O:6][CH2:7][CH2:8][N:9]2[CH2:10][CH2:11][CH2:12][CH2:13][CH2:14]2)[CH:15]=[CH:16][C:17]=1[NH2:18], predict the reactants needed to synthesize it. The reactants are: [CH3:1][O:2][C:3]1[CH:4]=[C:5]([CH:15]=[CH:16][C:17]=1[N+:18]([O-])=O)[O:6][CH2:7][CH2:8][N:9]1[CH2:14][CH2:13][CH2:12][CH2:11][CH2:10]1.[H][H]. (3) The reactants are: Cl[C:2]1[CH:3]=[N+:4]([O-:8])[CH:5]=[CH:6][CH:7]=1. Given the product [N:4]1([C:2]2[CH:3]=[N+:4]([O-:8])[CH:5]=[CH:6][CH:7]=2)[CH2:5][CH2:6][CH2:7][CH2:2][CH2:3]1, predict the reactants needed to synthesize it. (4) Given the product [CH3:29][C:30]1([CH3:42])[O:34][C@@H:33]([C:35]2[N:36]=[CH:37][C:38]([NH:41][C:5](=[O:6])[C@@H:4]([N:8]3[CH2:16][C:15]4[C:10](=[CH:11][CH:12]=[CH:13][C:14]=4[C:17]([F:20])([F:19])[F:18])[C:9]3=[O:21])[CH2:3][CH:2]([CH3:22])[CH3:1])=[N:39][CH:40]=2)[CH2:32][O:31]1, predict the reactants needed to synthesize it. The reactants are: [CH3:1][CH:2]([CH3:22])[CH2:3][C@H:4]([N:8]1[CH2:16][C:15]2[C:10](=[CH:11][CH:12]=[CH:13][C:14]=2[C:17]([F:20])([F:19])[F:18])[C:9]1=[O:21])[C:5](O)=[O:6].C(Cl)(=O)C(Cl)=O.[CH3:29][C:30]1([CH3:42])[O:34][C@@H:33]([C:35]2[N:36]=[CH:37][C:38]([NH2:41])=[N:39][CH:40]=2)[CH2:32][O:31]1.N1C(C)=CC=CC=1C.